Dataset: Full USPTO retrosynthesis dataset with 1.9M reactions from patents (1976-2016). Task: Predict the reactants needed to synthesize the given product. (1) Given the product [ClH:31].[C:1]1([C:7]2[CH:8]=[N:9][NH:10][CH:11]=2)[CH:2]=[CH:3][CH:4]=[CH:5][CH:6]=1, predict the reactants needed to synthesize it. The reactants are: [C:1]1([C:7]2[CH:8]=[N:9][N:10](C(C3C=CC=CC=3)(C3C=CC=CC=3)C3C=CC=CC=3)[CH:11]=2)[CH:6]=[CH:5][CH:4]=[CH:3][CH:2]=1.[ClH:31]. (2) Given the product [CH2:1]([N:4]([CH2:8][C:9]1[CH:16]=[CH:15][C:12]([CH:13]=[O:14])=[CH:11][CH:10]=1)[CH2:5][CH2:6][CH3:7])[CH2:2][CH3:3], predict the reactants needed to synthesize it. The reactants are: [CH2:1]([N:4]([CH2:8][C:9]1[CH:16]=[CH:15][C:12]([CH2:13][OH:14])=[CH:11][CH:10]=1)[CH2:5][CH2:6][CH3:7])[CH2:2][CH3:3]. (3) Given the product [Cl:11][C:12]1[CH:40]=[CH:39][C:15]([CH2:16][C:17]2[N:18]=[C:19]([O:35][CH2:36][CH2:37][CH3:38])[C:20]3[N:25]=[C:24]([C:26]4[CH:27]=[C:28]([CH3:34])[C:29]([O:33][CH2:8][CH2:9][OH:10])=[C:30]([CH3:32])[CH:31]=4)[O:23][C:21]=3[N:22]=2)=[CH:14][CH:13]=1, predict the reactants needed to synthesize it. The reactants are: C(=O)([O-])[O-].[K+].[K+].Br[CH2:8][CH2:9][OH:10].[Cl:11][C:12]1[CH:40]=[CH:39][C:15]([CH2:16][C:17]2[N:18]=[C:19]([O:35][CH2:36][CH2:37][CH3:38])[C:20]3[N:25]=[C:24]([C:26]4[CH:31]=[C:30]([CH3:32])[C:29]([OH:33])=[C:28]([CH3:34])[CH:27]=4)[O:23][C:21]=3[N:22]=2)=[CH:14][CH:13]=1. (4) Given the product [ClH:21].[Br:20][C:17]1[CH:18]=[CH:19][C:14]([CH:11]2[CH2:10][CH2:9][NH:8][CH2:13][CH2:12]2)=[CH:15][CH:16]=1, predict the reactants needed to synthesize it. The reactants are: C(OC([N:8]1[CH2:13][CH2:12][CH:11]([C:14]2[CH:19]=[CH:18][C:17]([Br:20])=[CH:16][CH:15]=2)[CH2:10][CH2:9]1)=O)(C)(C)C.[ClH:21]. (5) Given the product [CH:1]1([CH2:6][CH:7]([C:18]2[NH:30][C:21]3=[N:22][CH:23]=[C:24]([C:26]([F:29])([F:28])[F:27])[CH:25]=[C:20]3[CH:19]=2)[C:8]2[CH:13]=[CH:12][C:11]([S:14]([CH3:17])(=[O:15])=[O:16])=[CH:10][CH:9]=2)[CH2:5][CH2:4][CH2:3][CH2:2]1, predict the reactants needed to synthesize it. The reactants are: [CH:1]1([CH:6]=[C:7]([C:18]2[NH:30][C:21]3=[N:22][CH:23]=[C:24]([C:26]([F:29])([F:28])[F:27])[CH:25]=[C:20]3[CH:19]=2)[C:8]2[CH:13]=[CH:12][C:11]([S:14]([CH3:17])(=[O:16])=[O:15])=[CH:10][CH:9]=2)[CH2:5][CH2:4][CH2:3][CH2:2]1.[H][H]. (6) Given the product [CH3:43][C:37](=[CH2:38])[CH2:42][NH:24][C:14](=[O:20])[O:7][CH2:6][C:5]1[CH:8]=[CH:9][C:2]([Cl:1])=[CH:3][CH:4]=1, predict the reactants needed to synthesize it. The reactants are: [Cl:1][C:2]1[CH:9]=[CH:8][C:5]([CH2:6][OH:7])=[CH:4][CH:3]=1.ClC(Cl)(O[C:14](=[O:20])OC(Cl)(Cl)Cl)Cl.C([N:24](C(C)C)C(C)C)C.C(=O)([O-])[O-].[Na+].[Na+].[C:37]1([CH3:43])[CH:42]=CC=C[CH:38]=1. (7) Given the product [Cl:1][C:2]1[CH:3]=[C:4]2[C:13](=[C:14]3[C:19]=1[CH:18]=[CH:17][CH:16]=[N:15]3)[NH:12][S:11](=[O:20])(=[O:21])[C:10]1[C:5]2=[CH:6][C:7]([C:22]([N:25]2[CH2:29][CH2:28][CH:27]([OH:30])[CH2:26]2)=[O:24])=[CH:8][CH:9]=1, predict the reactants needed to synthesize it. The reactants are: [Cl:1][C:2]1[CH:3]=[C:4]2[C:13](=[C:14]3[C:19]=1[CH:18]=[CH:17][CH:16]=[N:15]3)[NH:12][S:11](=[O:21])(=[O:20])[C:10]1[C:5]2=[CH:6][C:7]([C:22]([OH:24])=O)=[CH:8][CH:9]=1.[NH:25]1[CH2:29][CH2:28][CH:27]([OH:30])[CH2:26]1.CCN=C=NCCCN(C)C.Cl.C1C=CC2N(O)N=NC=2C=1.